From a dataset of Forward reaction prediction with 1.9M reactions from USPTO patents (1976-2016). Predict the product of the given reaction. Given the reactants [CH2:1]([O:8][C:9]1[CH:16]=[CH:15][CH:14]=[CH:13][C:10]=1[CH:11]=[O:12])[C:2]1[CH:7]=[CH:6][CH:5]=[CH:4][CH:3]=1.[CH3:17][O:18][C:19]1[CH:24]=[CH:23][C:22]([Mg]Br)=[CH:21][CH:20]=1.[Cl-].[NH4+], predict the reaction product. The product is: [CH2:1]([O:8][C:9]1[CH:16]=[CH:15][CH:14]=[CH:13][C:10]=1[CH:11]([C:21]1[CH:22]=[CH:23][CH:24]=[C:19]([O:18][CH3:17])[CH:20]=1)[OH:12])[C:2]1[CH:3]=[CH:4][CH:5]=[CH:6][CH:7]=1.